Dataset: Reaction yield outcomes from USPTO patents with 853,638 reactions. Task: Predict the reaction yield, written as a fraction of the theoretical maximum amount of product (1.0 means a 100% yield; for example, 0.34 means a 34% yield). (1) The yield is 0.290. The catalyst is C1COCC1.CN(C=O)C.[Cl-].[Zn+2].[Cl-].C1C=CC([P]([Pd]([P](C2C=CC=CC=2)(C2C=CC=CC=2)C2C=CC=CC=2)([P](C2C=CC=CC=2)(C2C=CC=CC=2)C2C=CC=CC=2)[P](C2C=CC=CC=2)(C2C=CC=CC=2)C2C=CC=CC=2)(C2C=CC=CC=2)C2C=CC=CC=2)=CC=1.[O-]S([O-])(=O)=O.[Zn+2]. The reactants are Br[C:2]1[N:6]2[CH:7]=[CH:8][N:9]=[C:10]([CH3:11])[C:5]2=[N:4][C:3]=1[C:12]1[CH:17]=[CH:16][C:15]([F:18])=[CH:14][C:13]=1[F:19].C([Mg]Cl)(C)C.I[C:26]1[CH:27]=[CH:28][C:29]2[N:30]([C:32]([CH:35]([CH3:37])[CH3:36])=[N:33][N:34]=2)[N:31]=1. The product is [F:19][C:13]1[CH:14]=[C:15]([F:18])[CH:16]=[CH:17][C:12]=1[C:3]1[N:4]=[C:5]2[C:10]([CH3:11])=[N:9][CH:8]=[CH:7][N:6]2[C:2]=1[C:26]1[CH:27]=[CH:28][C:29]2[N:30]([C:32]([CH:35]([CH3:37])[CH3:36])=[N:33][N:34]=2)[N:31]=1. (2) The reactants are CS(O[CH2:6][C:7]1[CH:12]=[CH:11][C:10]([NH:13][C:14]([O:16][C:17]([CH3:20])([CH3:19])[CH3:18])=[O:15])=[CH:9][N:8]=1)(=O)=O.[NH:21]1[CH2:26][CH2:25][O:24][CH2:23][CH2:22]1.C([O-])([O-])=O.[K+].[K+].O. The catalyst is C(#N)C. The product is [O:24]1[CH2:25][CH2:26][N:21]([CH2:6][C:7]2[N:8]=[CH:9][C:10]([NH:13][C:14](=[O:15])[O:16][C:17]([CH3:20])([CH3:19])[CH3:18])=[CH:11][CH:12]=2)[CH2:22][CH2:23]1. The yield is 0.710. (3) The reactants are N1C=CN=C1.[Br:6][C:7]1[C:16]2[C:11](=[CH:12][CH:13]=[CH:14][CH:15]=2)[C:10]([OH:17])=[CH:9][CH:8]=1.[Si:18](Cl)([C:21]([CH3:24])([CH3:23])[CH3:22])([CH3:20])[CH3:19]. The catalyst is CN(C=O)C. The product is [Br:6][C:7]1[C:16]2[C:11](=[CH:12][CH:13]=[CH:14][CH:15]=2)[C:10]([O:17][Si:18]([C:21]([CH3:24])([CH3:23])[CH3:22])([CH3:20])[CH3:19])=[CH:9][CH:8]=1. The yield is 0.850.